This data is from Full USPTO retrosynthesis dataset with 1.9M reactions from patents (1976-2016). The task is: Predict the reactants needed to synthesize the given product. Given the product [NH:42]1[C:43]2[C:48](=[CH:47][CH:46]=[CH:45][CH:44]=2)[C:40]([C:37]2[CH2:38][CH2:39][N:34]([CH2:12][CH:13]3[O:27][C:17]4=[C:18]5[C:23](=[CH:24][CH:25]=[C:16]4[O:15][CH2:14]3)[N:22]=[C:21]([CH3:26])[CH:20]=[CH:19]5)[CH2:35][CH:36]=2)=[CH:41]1, predict the reactants needed to synthesize it. The reactants are: CC1C=CC(S(O[CH2:12][C@@H:13]2[O:27][C:17]3=[C:18]4[C:23](=[CH:24][CH:25]=[C:16]3[O:15][CH2:14]2)[N:22]=[C:21]([CH3:26])[CH:20]=[CH:19]4)(=O)=O)=CC=1.C(=O)([O-])[O-].[K+].[K+].[NH:34]1[CH2:39][CH:38]=[C:37]([C:40]2[C:48]3[C:43](=[CH:44][CH:45]=[CH:46][CH:47]=3)[NH:42][CH:41]=2)[CH2:36][CH2:35]1.